From a dataset of Reaction yield outcomes from USPTO patents with 853,638 reactions. Predict the reaction yield, written as a fraction of the theoretical maximum amount of product (1.0 means a 100% yield; for example, 0.34 means a 34% yield). (1) The reactants are [Br:1][C:2]1[C:10]2[N:9]=[C:8]([C:11]([F:14])([F:13])[F:12])[NH:7][C:6]=2[CH:5]=[C:4]([N+:15]([O-:17])=[O:16])[CH:3]=1.Br[CH2:19][C:20]1[CH:25]=[CH:24][CH:23]=[C:22]([Cl:26])[C:21]=1[CH3:27].C(=O)([O-])[O-].[K+].[K+]. The catalyst is CN(C)C=O. The product is [Br:1][C:2]1[C:10]2[N:9]=[C:8]([C:11]([F:12])([F:13])[F:14])[N:7]([CH2:19][C:20]3[CH:25]=[CH:24][CH:23]=[C:22]([Cl:26])[C:21]=3[CH3:27])[C:6]=2[CH:5]=[C:4]([N+:15]([O-:17])=[O:16])[CH:3]=1. The yield is 0.562. (2) The reactants are [CH2:1]([O:8][CH2:9][CH2:10][O:11][C:12]1[CH:20]=[C:19]2[C:15]([C:16]([NH2:21])=[N:17][NH:18]2)=[CH:14][CH:13]=1)[C:2]1[CH:7]=[CH:6][CH:5]=[CH:4][CH:3]=1.[Br:22][C:23]1[CH:31]=[CH:30][C:26]([C:27](Cl)=[O:28])=[CH:25][CH:24]=1. The catalyst is N1C=CC=CC=1. The product is [CH2:1]([O:8][CH2:9][CH2:10][O:11][C:12]1[CH:20]=[C:19]2[C:15]([C:16]([NH:21][C:27](=[O:28])[C:26]3[CH:30]=[CH:31][C:23]([Br:22])=[CH:24][CH:25]=3)=[N:17][NH:18]2)=[CH:14][CH:13]=1)[C:2]1[CH:3]=[CH:4][CH:5]=[CH:6][CH:7]=1. The yield is 0.610. (3) The reactants are [CH:1]1([C:4]2[N:5]=[CH:6][C:7]([C:15]([OH:17])=O)=[N:8][C:9]=2[O:10][CH2:11][CH:12]2[CH2:14][CH2:13]2)[CH2:3][CH2:2]1.CN(C(ON1N=NC2C=CC=CC1=2)=[N+](C)C)C.[B-](F)(F)(F)F.CCN(C(C)C)C(C)C.[NH2:49][C@@H:50]([C:54]1[CH:59]=[CH:58][CH:57]=[CH:56][CH:55]=1)[C:51]([NH2:53])=[O:52]. The catalyst is CN(C=O)C. The product is [C:51]([C@@H:50]([NH:49][C:15]([C:7]1[CH:6]=[N:5][C:4]([CH:1]2[CH2:2][CH2:3]2)=[C:9]([O:10][CH2:11][CH:12]2[CH2:13][CH2:14]2)[N:8]=1)=[O:17])[C:54]1[CH:55]=[CH:56][CH:57]=[CH:58][CH:59]=1)(=[O:52])[NH2:53]. The yield is 0.0958. (4) The reactants are [CH:1]([C:3]1[CH:11]=[CH:10][C:6]([C:7]([OH:9])=[O:8])=[CH:5][CH:4]=1)=[O:2].S(Cl)(Cl)=O.[CH3:16]O. No catalyst specified. The product is [C:7]([C:6]1[CH:10]=[CH:11][C:3]([CH:1]=[O:2])=[CH:4][CH:5]=1)([O:9][CH3:16])=[O:8]. The yield is 0.980. (5) The reactants are [Br:1][C:2]1[C:11]2[NH:10][C:9](=[O:12])[C:8]3[S:13][CH:14]=[CH:15][C:7]=3[C:6]=2[C:5]([C:16]2[CH:21]=[CH:20][C:19]([C@H:22]([NH:24]C(=O)OC(C)(C)C)[CH3:23])=[CH:18][CH:17]=2)=[C:4]([O:32]C)[CH:3]=1.BrB(Br)Br. No catalyst specified. The product is [NH2:24][C@@H:22]([C:19]1[CH:20]=[CH:21][C:16]([C:5]2[C:6]3[C:7]4[CH:15]=[CH:14][S:13][C:8]=4[C:9](=[O:12])[NH:10][C:11]=3[C:2]([Br:1])=[CH:3][C:4]=2[OH:32])=[CH:17][CH:18]=1)[CH3:23]. The yield is 0.880. (6) The product is [CH2:17]([C@H:16]([NH:24][C:25](=[O:43])[C@@H:26]([N:30]1[CH2:34][CH2:33][N:32]([CH2:35][C:36]2[N:37]=[C:38]([CH3:41])[S:39][CH:40]=2)[C:31]1=[O:42])[CH:27]([CH3:29])[CH3:28])[C@H:15]([OH:44])[CH2:14][N:13]([S:10]([C:7]1[CH:8]=[CH:9][C:4](/[CH:3]=[N:2]/[OH:1])=[CH:5][CH:6]=1)(=[O:11])=[O:12])[CH2:45][CH:46]1[CH2:50][CH2:49][CH2:48][NH:47]1)[C:18]1[CH:19]=[CH:20][CH:21]=[CH:22][CH:23]=1. The yield is 0.950. The reactants are [OH:1][N:2]=[CH:3][C:4]1[CH:9]=[CH:8][C:7]([S:10]([N:13]([CH2:45][CH:46]2[CH2:50][CH2:49][CH2:48][N:47]2C(OC(C)(C)C)=O)[CH2:14][C@@H:15]([OH:44])[C@@H:16]([NH:24][C:25](=[O:43])[C@@H:26]([N:30]2[CH2:34][CH2:33][N:32]([CH2:35][C:36]3[N:37]=[C:38]([CH3:41])[S:39][CH:40]=3)[C:31]2=[O:42])[CH:27]([CH3:29])[CH3:28])[CH2:17][C:18]2[CH:23]=[CH:22][CH:21]=[CH:20][CH:19]=2)(=[O:12])=[O:11])=[CH:6][CH:5]=1. The catalyst is ClCCl.FC(F)(F)C(O)=O.